From a dataset of Reaction yield outcomes from USPTO patents with 853,638 reactions. Predict the reaction yield, written as a fraction of the theoretical maximum amount of product (1.0 means a 100% yield; for example, 0.34 means a 34% yield). (1) The reactants are [Li]CCCC.[CH3:6][N:7]([CH3:16])[S:8]([N:11]1[CH:15]=[CH:14][N:13]=[CH:12]1)(=[O:10])=[O:9].C(Br)(Br)(Br)[Br:18].O. The catalyst is C1COCC1. The product is [Br:18][C:12]1[N:11]([S:8]([N:7]([CH3:16])[CH3:6])(=[O:9])=[O:10])[CH:15]=[CH:14][N:13]=1. The yield is 0.510. (2) The reactants are [CH2:1]([O:8][C:9]1[C:14](=[O:15])[CH:13]=[C:12]([CH2:16]OS(C)(=O)=O)[O:11][C:10]=1[C:22]([O:24][CH3:25])=[O:23])[C:2]1[CH:7]=[CH:6][CH:5]=[CH:4][CH:3]=1.[Na+].[Br-:27].O. The catalyst is CN(C=O)C. The product is [CH2:1]([O:8][C:9]1[C:14](=[O:15])[CH:13]=[C:12]([CH2:16][Br:27])[O:11][C:10]=1[C:22]([O:24][CH3:25])=[O:23])[C:2]1[CH:7]=[CH:6][CH:5]=[CH:4][CH:3]=1. The yield is 0.810. (3) The reactants are C([O:5][C:6](=[O:45])[CH:7]([NH:21][C:22]1[C:27]([NH:28][CH2:29][S:30]([C:33]2[CH:38]=[CH:37][C:36]([F:39])=[CH:35][CH:34]=2)(=[O:32])=[O:31])=[CH:26][N:25]=[C:24]([N:40]([CH2:43][CH3:44])[CH2:41][CH3:42])[N:23]=1)[CH2:8][C:9]1[CH:14]=[CH:13][C:12]([O:15][C:16](=[O:20])[N:17]([CH3:19])[CH3:18])=[CH:11][CH:10]=1)(C)(C)C.[ClH:46]. The catalyst is C(O)=O. The product is [ClH:46].[CH2:43]([N:40]([CH2:41][CH3:42])[C:24]1[N:23]=[C:22]([NH:21][CH:7]([CH2:8][C:9]2[CH:14]=[CH:13][C:12]([O:15][C:16](=[O:20])[N:17]([CH3:18])[CH3:19])=[CH:11][CH:10]=2)[C:6]([OH:45])=[O:5])[C:27]([NH:28][CH2:29][S:30]([C:33]2[CH:38]=[CH:37][C:36]([F:39])=[CH:35][CH:34]=2)(=[O:31])=[O:32])=[CH:26][N:25]=1)[CH3:44]. The yield is 0.960. (4) The reactants are [CH3:1][O:2][C:3]1[CH:4]=[C:5]2[C:10](=[CH:11][CH:12]=1)[C:9]([CH2:13][CH2:14][CH2:15][CH2:16][CH2:17][CH2:18][CH2:19][C:20]([CH2:27][CH2:28][CH2:29][C:30]([F:36])([F:35])[C:31]([F:34])([F:33])[F:32])(C(O)=O)[C:21]([OH:23])=[O:22])=[C:8]([C:37]1[CH:42]=[CH:41][C:40]([O:43][CH3:44])=[CH:39][CH:38]=1)[CH:7]=[CH:6]2.O. The catalyst is CS(C)=O. The product is [CH3:1][O:2][C:3]1[CH:4]=[C:5]2[C:10](=[CH:11][CH:12]=1)[C:9]([CH2:13][CH2:14][CH2:15][CH2:16][CH2:17][CH2:18][CH2:19][CH:20]([CH2:27][CH2:28][CH2:29][C:30]([F:36])([F:35])[C:31]([F:34])([F:33])[F:32])[C:21]([OH:23])=[O:22])=[C:8]([C:37]1[CH:42]=[CH:41][C:40]([O:43][CH3:44])=[CH:39][CH:38]=1)[CH:7]=[CH:6]2. The yield is 0.940.